Dataset: NCI-60 drug combinations with 297,098 pairs across 59 cell lines. Task: Regression. Given two drug SMILES strings and cell line genomic features, predict the synergy score measuring deviation from expected non-interaction effect. (1) Drug 1: CC(CN1CC(=O)NC(=O)C1)N2CC(=O)NC(=O)C2. Drug 2: C1CN1P(=S)(N2CC2)N3CC3. Cell line: UACC-257. Synergy scores: CSS=5.12, Synergy_ZIP=-1.78, Synergy_Bliss=-1.18, Synergy_Loewe=-1.74, Synergy_HSA=-1.64. (2) Drug 1: COC1=C(C=C2C(=C1)N=CN=C2NC3=CC(=C(C=C3)F)Cl)OCCCN4CCOCC4. Drug 2: CC12CCC3C(C1CCC2=O)CC(=C)C4=CC(=O)C=CC34C. Cell line: HCT-15. Synergy scores: CSS=75.5, Synergy_ZIP=0.481, Synergy_Bliss=0.446, Synergy_Loewe=-2.19, Synergy_HSA=2.51. (3) Drug 1: C1=CC(=CC=C1CC(C(=O)O)N)N(CCCl)CCCl.Cl. Drug 2: C(CCl)NC(=O)N(CCCl)N=O. Cell line: HCT-15. Synergy scores: CSS=28.7, Synergy_ZIP=-1.41, Synergy_Bliss=5.68, Synergy_Loewe=-1.13, Synergy_HSA=2.29. (4) Drug 1: CNC(=O)C1=NC=CC(=C1)OC2=CC=C(C=C2)NC(=O)NC3=CC(=C(C=C3)Cl)C(F)(F)F. Drug 2: CC(C)NC(=O)C1=CC=C(C=C1)CNNC.Cl. Cell line: UACC62. Synergy scores: CSS=4.03, Synergy_ZIP=-1.07, Synergy_Bliss=0.794, Synergy_Loewe=0.313, Synergy_HSA=0.599.